This data is from Forward reaction prediction with 1.9M reactions from USPTO patents (1976-2016). The task is: Predict the product of the given reaction. (1) The product is: [ClH:2].[Cl:15][C:11]1[CH:10]=[C:9]([C:7]2[N:6]=[C:5]3[CH2:16][CH2:17][CH2:18][C:4]3=[C:3]([NH:19][C:20]3[N:25]=[CH:24][C:23]([CH2:26][C:27]([O:29][CH2:30][CH3:31])=[O:28])=[CH:22][CH:21]=3)[CH:8]=2)[CH:14]=[CH:13][CH:12]=1. Given the reactants Cl.[Cl:2][C:3]1[CH:8]=[C:7]([C:9]2[CH:14]=[CH:13][CH:12]=[C:11]([Cl:15])[CH:10]=2)[N:6]=[C:5]2[CH2:16][CH2:17][CH2:18][C:4]=12.[NH2:19][C:20]1[N:25]=[CH:24][C:23]([CH2:26][C:27]([O:29][CH2:30][CH3:31])=[O:28])=[CH:22][CH:21]=1, predict the reaction product. (2) Given the reactants [Br:1][C:2]1[CH:11]=[C:10]2[C:5]([CH:6]=[C:7]([O:13][CH3:14])[C:8]([NH2:12])=[CH:9]2)=[CH:4][CH:3]=1.[C:15](OC(=O)C)(=[O:17])[CH3:16].N1C=CC=CC=1, predict the reaction product. The product is: [Br:1][C:2]1[CH:11]=[C:10]2[C:5]([CH:6]=[C:7]([O:13][CH3:14])[C:8]([NH:12][C:15](=[O:17])[CH3:16])=[CH:9]2)=[CH:4][CH:3]=1. (3) Given the reactants CC1C=CC(S(O[CH2:12][CH:13]2[O:18][C:17]3[CH:19]=[C:20]([F:24])[CH:21]=[C:22]([F:23])[C:16]=3[O:15][CH2:14]2)(=O)=O)=CC=1.[CH2:25]([NH:27][CH2:28][CH3:29])[CH3:26], predict the reaction product. The product is: [F:23][C:22]1[C:16]2[O:15][CH2:14][CH:13]([CH2:12][N:27]([CH2:28][CH3:29])[CH2:25][CH3:26])[O:18][C:17]=2[CH:19]=[C:20]([F:24])[CH:21]=1. (4) Given the reactants [CH3:1][O:2][C:3]1[CH:31]=[C:30]([O:32][CH3:33])[CH:29]=[CH:28][C:4]=1[CH2:5][NH:6][C:7]1[C:12]([CH2:13][NH:14][CH:15]2[CH2:20][CH2:19][N:18]([C:21]([O:23][C:24]([CH3:27])([CH3:26])[CH3:25])=[O:22])[CH2:17][CH2:16]2)=[CH:11][CH:10]=[CH:9][N:8]=1.C1N=CN([C:39](N2C=NC=C2)=[O:40])C=1, predict the reaction product. The product is: [CH3:1][O:2][C:3]1[CH:31]=[C:30]([O:32][CH3:33])[CH:29]=[CH:28][C:4]=1[CH2:5][N:6]1[C:7]2[N:8]=[CH:9][CH:10]=[CH:11][C:12]=2[CH2:13][N:14]([CH:15]2[CH2:20][CH2:19][N:18]([C:21]([O:23][C:24]([CH3:27])([CH3:26])[CH3:25])=[O:22])[CH2:17][CH2:16]2)[C:39]1=[O:40]. (5) Given the reactants Br[C:2]1[C:3]([O:18][CH3:19])=[CH:4][C:5]([F:17])=[C:6]([C:8]([C:10]2[CH:15]=[CH:14][CH:13]=[C:12]([F:16])[CH:11]=2)=[O:9])[CH:7]=1.O.[CH3:21][N:22](C)C=O, predict the reaction product. The product is: [F:17][C:5]1[C:6]([C:8](=[O:9])[C:10]2[CH:15]=[CH:14][CH:13]=[C:12]([F:16])[CH:11]=2)=[CH:7][C:2]([C:21]#[N:22])=[C:3]([O:18][CH3:19])[CH:4]=1. (6) The product is: [C:1]([O:5][C:6]([N:8]1[CH2:13][CH2:12][CH2:11][CH2:10][C@:9]1([C:14]([NH:87][C@H:86]([C:85]([N:84]([CH3:92])[C@@H:79]([C@@H:80]([CH3:83])[CH2:81][CH3:82])[C@H:78]([O:93][CH3:94])[CH2:77][C:76]([N:72]1[CH2:73][CH2:74][CH2:75][C@H:71]1[C@H:53]([O:52][CH3:51])[C@@H:54]([CH3:70])[C:55]([NH:57][C@H:58]([C:66]([O:68][CH3:69])=[O:67])[CH2:59][C:60]1[CH:61]=[CH:62][CH:63]=[CH:64][CH:65]=1)=[O:56])=[O:95])=[O:91])[CH:88]([CH3:89])[CH3:90])=[O:16])[CH3:17])=[O:7])([CH3:2])([CH3:3])[CH3:4]. Given the reactants [C:1]([O:5][C:6]([N:8]1[CH2:13][CH2:12][CH2:11][CH2:10][C@@:9]1([CH3:17])[C:14]([OH:16])=O)=[O:7])([CH3:4])([CH3:3])[CH3:2].C(N(C(C)C)CC)(C)C.CN(C(ON1N=NC2C=CC=NC1=2)=[N+](C)C)C.F[P-](F)(F)(F)(F)F.[CH3:51][O:52][C@@H:53]([C@@H:71]1[CH2:75][CH2:74][CH2:73][N:72]1[C:76](=[O:95])[CH2:77][C@@H:78]([O:93][CH3:94])[C@@H:79]([N:84]([CH3:92])[C:85](=[O:91])[C@H:86]([CH:88]([CH3:90])[CH3:89])[NH2:87])[C@@H:80]([CH3:83])[CH2:81][CH3:82])[C@@H:54]([CH3:70])[C:55]([NH:57][C@H:58]([C:66]([O:68][CH3:69])=[O:67])[CH2:59][C:60]1[CH:65]=[CH:64][CH:63]=[CH:62][CH:61]=1)=[O:56], predict the reaction product. (7) The product is: [Br:1][C:2]1[CH:7]=[CH:6][C:5]([CH:8]([C:20]2[CH:25]=[CH:24][C:23]([F:26])=[CH:22][C:21]=2[F:27])[CH2:9]/[C:10](/[C:12]2[CH:13]=[CH:14][C:15](=[O:19])[N:16]([CH3:18])[CH:17]=2)=[N:29]\[OH:30])=[CH:4][CH:3]=1. Given the reactants [Br:1][C:2]1[CH:7]=[CH:6][C:5]([CH:8]([C:20]2[CH:25]=[CH:24][C:23]([F:26])=[CH:22][C:21]=2[F:27])[CH2:9][C:10]([C:12]2[CH:13]=[CH:14][C:15](=[O:19])[N:16]([CH3:18])[CH:17]=2)=O)=[CH:4][CH:3]=1.Cl.[NH2:29][OH:30].C(=O)([O-])O.[Na+].C(OCC)(=O)C, predict the reaction product. (8) Given the reactants [CH2:1]([OH:8])[C:2]([NH2:7])([CH2:5][OH:6])[CH2:3][OH:4].Cl.[NH:10]([C:15]([CH2:20][OH:21])([CH2:18][OH:19])[CH2:16][OH:17])[CH2:11][C:12]([OH:14])=[O:13].CCCCCCCCCCCCOS([O-])(=O)=O.[Na+].CC[C@@H]([C@@H]1NC(=O)[C@@H](CCCN)NC(=O)[C@@H](NC([C@@H](NC([C@H](NC([C@@H](NC([C@H]2N=C([C@@H](N)[C@H](CC)C)SC2)=O)CC(C)C)=O)CCC(O)=O)=O)[C@H](CC)C)=O)CCCCNC(=O)[C@H](CC(N)=O)NC(=O)[C@@H](CC(O)=O)NC(=O)[C@H](CC2NC=NC=2)NC(=O)[C@@H](CC2C=CC=CC=2)NC1=O)C, predict the reaction product. The product is: [CH2:1]([OH:8])[C:2]([NH2:7])([CH2:5][OH:6])[CH2:3][OH:4].[NH:10]([C:15]([CH2:18][OH:19])([CH2:20][OH:21])[CH2:16][OH:17])[CH2:11][C:12]([OH:14])=[O:13]. (9) Given the reactants [Br:1][C:2]1[CH:7]=[CH:6][C:5](/[CH:8]=[CH:9]/[C:10]2[N:11]([CH2:23][C:24]3[CH:29]=[CH:28][C:27]([NH2:30])=[CH:26][CH:25]=3)[CH:12]=[C:13]([C:15]3[CH:20]=[CH:19][C:18]([Cl:21])=[CH:17][C:16]=3[Cl:22])[N:14]=2)=[CH:4][CH:3]=1.Br[CH2:32][C:33]([O:35][CH3:36])=[O:34], predict the reaction product. The product is: [CH3:36][O:35][C:33](=[O:34])[CH2:32][NH:30][C:27]1[CH:26]=[CH:25][C:24]([CH2:23][N:11]2[CH:12]=[C:13]([C:15]3[CH:20]=[CH:19][C:18]([Cl:21])=[CH:17][C:16]=3[Cl:22])[N:14]=[C:10]2[CH:9]=[CH:8][C:5]2[CH:4]=[CH:3][C:2]([Br:1])=[CH:7][CH:6]=2)=[CH:29][CH:28]=1. (10) Given the reactants Cl[C:2]1[N:3]=[C:4]([N:24]2[CH2:29][CH2:28][O:27][CH2:26][CH2:25]2)[C:5]2[S:10][C:9]([CH2:11][N:12]3[CH2:17][CH2:16][N:15]([C:18]([CH3:23])([CH3:22])[C:19]([NH2:21])=[O:20])[CH2:14][CH2:13]3)=[CH:8][C:6]=2[N:7]=1.[F:30][C:31]1[CH:40]=[C:39]2[C:34]([C:35](B3OC(C)(C)C(C)(C)O3)=[CH:36][N:37]=[C:38]2[NH2:41])=[CH:33][CH:32]=1, predict the reaction product. The product is: [NH2:41][C:38]1[C:39]2[C:34](=[CH:33][CH:32]=[C:31]([F:30])[CH:40]=2)[C:35]([C:2]2[N:3]=[C:4]([N:24]3[CH2:29][CH2:28][O:27][CH2:26][CH2:25]3)[C:5]3[S:10][C:9]([CH2:11][N:12]4[CH2:17][CH2:16][N:15]([C:18]([CH3:23])([CH3:22])[C:19]([NH2:21])=[O:20])[CH2:14][CH2:13]4)=[CH:8][C:6]=3[N:7]=2)=[CH:36][N:37]=1.